Dataset: Catalyst prediction with 721,799 reactions and 888 catalyst types from USPTO. Task: Predict which catalyst facilitates the given reaction. (1) Reactant: Cl.[Cl:2][C:3]1[CH:8]=[CH:7][CH:6]=[CH:5][C:4]=1[C:9]1[N:10]=[C:11]([N:14]2[CH2:19][CH2:18][N:17](C(OC(C)(C)C)=O)[CH2:16][CH2:15]2)[S:12][CH:13]=1. Product: [Cl:2][C:3]1[CH:8]=[CH:7][CH:6]=[CH:5][C:4]=1[C:9]1[N:10]=[C:11]([N:14]2[CH2:15][CH2:16][NH:17][CH2:18][CH2:19]2)[S:12][CH:13]=1. The catalyst class is: 13. (2) Reactant: [H-].[Na+].[Br:3][C:4]1[CH:5]=[C:6]([OH:22])[CH:7]=[C:8]([Br:21])[C:9]=1[O:10][C:11]1[CH:16]=[CH:15][C:14]([OH:17])=[C:13]([CH:18]([CH3:20])[CH3:19])[CH:12]=1.CP(=O)(O)O.ClC1C=CC(S(O[CH2:39][P:40](=[O:45])([O:43][CH3:44])[O:41][CH3:42])(=O)=O)=CC=1. Product: [Br:3][C:4]1[CH:5]=[C:6]([CH:7]=[C:8]([Br:21])[C:9]=1[O:10][C:11]1[CH:16]=[CH:15][C:14]([OH:17])=[C:13]([CH:18]([CH3:20])[CH3:19])[CH:12]=1)[O:22][CH2:39][P:40](=[O:45])([O:43][CH3:44])[O:41][CH3:42]. The catalyst class is: 3.